Dataset: Forward reaction prediction with 1.9M reactions from USPTO patents (1976-2016). Task: Predict the product of the given reaction. (1) Given the reactants Cl[C:2]1[N:7]=[C:6]([C:8]2[N:12]3[CH:13]=[CH:14][CH:15]=[CH:16][C:11]3=[N:10][C:9]=2[C:17]2[CH:18]=[C:19]([CH:31]=[CH:32][CH:33]=2)[C:20]([NH:22][C:23]2[C:28]([F:29])=[CH:27][CH:26]=[CH:25][C:24]=2[F:30])=[O:21])[CH:5]=[CH:4][N:3]=1.[CH3:34][O:35][C:36]1[CH:41]=[C:40]([N:42]2[CH2:47][CH2:46][N:45]([CH2:48][CH2:49][CH3:50])[CH2:44][CH2:43]2)[CH:39]=[CH:38][C:37]=1[NH2:51].Cl.O1CCOCC1.C[O-].[Na+], predict the reaction product. The product is: [F:30][C:24]1[CH:25]=[CH:26][CH:27]=[C:28]([F:29])[C:23]=1[NH:22][C:20](=[O:21])[C:19]1[CH:31]=[CH:32][CH:33]=[C:17]([C:9]2[N:10]=[C:11]3[CH:16]=[CH:15][CH:14]=[CH:13][N:12]3[C:8]=2[C:6]2[CH:5]=[CH:4][N:3]=[C:2]([NH:51][C:37]3[CH:38]=[CH:39][C:40]([N:42]4[CH2:47][CH2:46][N:45]([CH2:48][CH2:49][CH3:50])[CH2:44][CH2:43]4)=[CH:41][C:36]=3[O:35][CH3:34])[N:7]=2)[CH:18]=1. (2) Given the reactants CC(OC(=O)[N:7]([CH2:44][C:45]1[CH:50]=[CH:49][C:48]([Br:51])=[CH:47][C:46]=1[F:52])[C:8]1[CH:9]=[N:10][CH:11]=[C:12]([C:14]([N:16]2[CH2:21][CH2:20][CH:19]([C:22]3[CH:27]=[CH:26][CH:25]=[C:24]([CH2:28][N:29](C(OC(C)(C)C)=O)C(OC(C)(C)C)=O)[CH:23]=3)[CH2:18][CH2:17]2)=[O:15])[CH:13]=1)(C)C.[ClH:54].O1CCOCC1.CCOCC, predict the reaction product. The product is: [ClH:54].[ClH:54].[ClH:54].[NH2:29][CH2:28][C:24]1[CH:23]=[C:22]([CH:19]2[CH2:18][CH2:17][N:16]([C:14]([C:12]3[CH:11]=[N:10][CH:9]=[C:8]([NH:7][CH2:44][C:45]4[CH:50]=[CH:49][C:48]([Br:51])=[CH:47][C:46]=4[F:52])[CH:13]=3)=[O:15])[CH2:21][CH2:20]2)[CH:27]=[CH:26][CH:25]=1. (3) Given the reactants [NH2:1][C:2]1[C:3]([I:16])=[C:4]([C:13]([Cl:15])=[O:14])[C:5]([I:12])=[C:6]([C:10]=1[I:11])[C:7]([Cl:9])=[O:8].[CH3:17][O:18][CH2:19][C:20](Cl)=[O:21], predict the reaction product. The product is: [CH3:17][O:18][CH2:19][C:20]([NH:1][C:2]1[C:10]([I:11])=[C:6]([C:7]([Cl:9])=[O:8])[C:5]([I:12])=[C:4]([C:3]=1[I:16])[C:13]([Cl:15])=[O:14])=[O:21]. (4) Given the reactants [CH3:1][O:2][C:3]1[CH:4]=[C:5]2[O:9][C:8]([C:10]3[N:11]=[C:12]4[N:16]([CH:17]=3)[N:15]=[C:14]([O:18][CH3:19])[S:13]4)=[CH:7][C:6]2=[C:20]([OH:22])[CH:21]=1.[F:23][C:24]1([F:38])[CH2:29][CH2:28][C:27]([C:31]2[S:32][CH:33]=[C:34]([CH2:36]O)[N:35]=2)([OH:30])[CH2:26][CH2:25]1.C(P(CCCC)CCCC)CCC.C1CCN(C(N=NC(N2CCCCC2)=O)=O)CC1, predict the reaction product. The product is: [F:38][C:24]1([F:23])[CH2:25][CH2:26][C:27]([C:31]2[S:32][CH:33]=[C:34]([CH2:36][O:22][C:20]3[C:6]4[CH:7]=[C:8]([C:10]5[N:11]=[C:12]6[N:16]([CH:17]=5)[N:15]=[C:14]([O:18][CH3:19])[S:13]6)[O:9][C:5]=4[CH:4]=[C:3]([O:2][CH3:1])[CH:21]=3)[N:35]=2)([OH:30])[CH2:28][CH2:29]1. (5) Given the reactants Cl[C:2]1[N:7]=[C:6]([N:8]([CH3:10])[CH3:9])[C:5]([CH3:11])=[CH:4][N:3]=1.[C:12]([O:16][C:17](=[O:26])[NH:18][C@H:19]1[CH2:24][CH2:23][C@@H:22]([NH2:25])[CH2:21][CH2:20]1)([CH3:15])([CH3:14])[CH3:13].CCN(C(C)C)C(C)C, predict the reaction product. The product is: [C:12]([O:16][C:17](=[O:26])[NH:18][C@H:19]1[CH2:20][CH2:21][C@@H:22]([NH:25][C:2]2[N:7]=[C:6]([N:8]([CH3:10])[CH3:9])[C:5]([CH3:11])=[CH:4][N:3]=2)[CH2:23][CH2:24]1)([CH3:15])([CH3:13])[CH3:14]. (6) The product is: [C:1]([O:5][C:6]([N:8]1[CH2:12][CH2:11][CH:10]([N:13]2[CH:18]=[C:17]([Br:21])[C:16](=[O:19])[NH:15][C:14]2=[O:20])[CH2:9]1)=[O:7])([CH3:4])([CH3:2])[CH3:3]. Given the reactants [C:1]([O:5][C:6]([N:8]1[CH2:12][CH2:11][CH:10]([N:13]2[CH:18]=[CH:17][C:16](=[O:19])[NH:15][C:14]2=[O:20])[CH2:9]1)=[O:7])([CH3:4])([CH3:3])[CH3:2].[Br:21]N1C(=O)CCC1=O, predict the reaction product. (7) Given the reactants [Br:1]N1C(=O)CCC1=O.[O:9]1[CH2:14][CH2:13][N:12]([C:15]2[N:22]=[CH:21][CH:20]=[CH:19][C:16]=2[C:17]#[N:18])[CH2:11][CH2:10]1.S([O-])([O-])(=O)=S.[Na+].[Na+], predict the reaction product. The product is: [Br:1][C:20]1[CH:21]=[N:22][C:15]([N:12]2[CH2:13][CH2:14][O:9][CH2:10][CH2:11]2)=[C:16]([CH:19]=1)[C:17]#[N:18].